From a dataset of Experimentally validated miRNA-target interactions with 360,000+ pairs, plus equal number of negative samples. Binary Classification. Given a miRNA mature sequence and a target amino acid sequence, predict their likelihood of interaction. (1) The miRNA is hsa-miR-519b-3p with sequence AAAGUGCAUCCUUUUAGAGGUU. The protein sequence of the target gene is MGTPGTSAGALFLSSASAPSRKRAAGEAGEAGVARSRQRVLDEEEYIEGLQTVIQRDFFPDVEKLQAQKEYLEAEENGDLERMRQIAIKFGSALGKISREPPPPYVTPATFETPEVHPGSAVLGNKPRPQGRDLDDGEAGEEEEKEPLPSLDVFLSQYTSEDNASFQEIMEVAKEKSHARHAWLYQAEEEFEKRQKDNLELPSAEHQAIESSQAGVETWKYKAKNSLMYYPEGVPDEEQLFKKPRQIVHKNTRFLRDPFSQALSRSQLQQAAALNAQHKQGKVGPDGKELIPQESPRVGG.... Result: 0 (no interaction). (2) The miRNA is mmu-miR-9768-3p with sequence ACUGCCUUCCUUUGUGUGGCCCAG. The protein sequence of the target gene is MLPAVKTVEAEEEYAEDCPELVPIETKNQEEENLDFITKIPVTIVTGYLGAGKTTLLNYILTEQHNRKIAVILNEFGEGSAVEKSLAVSQGGELYEEWLELRNGCLCCSVKDSGLRAIENLMQKKGKFDYILLETTGLADPGAVASMFWVDAELGSDIYLDGIITVVDSKYGLKHLTEEKPDGLVNEATRQVALADMILINKTDLVSEEELNNLRTTIRSINGLGKVLETQRSRVHLSNILDLHAYDILSGISLQKKLQHVSTAPHLDQSIVTVTFEVPGSAKEECLNVFIQNLLWEKNV.... Result: 0 (no interaction). (3) The miRNA is hsa-miR-133a-3p with sequence UUUGGUCCCCUUCAACCAGCUG. Result: 0 (no interaction). The protein sequence of the target gene is MDPGKPRKNVLVVALLVIFQVCFCQDEVTDDYIGENTTVDYTLYESVCFKKDVRNFKAWFLPLMYSVICFVGLLGNGLVILTYIYFKRLKTMTDTYLLNLAVADILFLLILPFWAYSEAKSWIFGVYLCKGIFGIYKLSFFSGMLLLLCISIDRYVAIVQAVSAHRHRARVLLISKLSCVGIWMLALFLSIPELLYSGLQKNSGEDTLRCSLVSAQVEALITIQVAQMVFGFLVPMLAMSFCYLIIIRTLLQARNFERNKAIKVIIAVVVVFIVFQLPYNGVVLAQTVANFNITNSSCET.... (4) The miRNA is mmu-miR-466m-3p with sequence UACAUACACACAUACACACGCA. The protein sequence of the target gene is MAVAPAGGQHAPALEALLGAGALRLLDSSQIVIISTAPDVGAPQLPAAPPTGPRDSDVLLFATPQAPRPAPSAPRPALGRPPVKRRLDLETDHQYLAGSSGPFRGRGRHPGKGVKSPGEKSRYETSLNLTTKRFLELLSRSADGVVDLNWAAEVLKVQKRRIYDITNVLEGIQLIAKKSKNHIQWLGSHTMVGIGKRLEGLTQDLQQLQESEQQLDHLMHICTTQLQLLSEDSDTQRLAYVTCQDLRSIADPAEQMVIVIKAPPETQLQAVDSSETFQISLKSKQGPIDVFLCPEESADG.... Result: 1 (interaction).